Dataset: Forward reaction prediction with 1.9M reactions from USPTO patents (1976-2016). Task: Predict the product of the given reaction. (1) Given the reactants C([O-])CCC.C([O-])CCC.C([O-])CCC.C([O-])CCC.[Zr+4:21].C(OCCOCCO)CCC.COC1C=CC(O)=CC=1.[C:42]([OH:46])(=[O:45])[CH:43]=[CH2:44], predict the reaction product. The product is: [C:42]([O-:46])(=[O:45])[CH:43]=[CH2:44].[C:42]([O-:46])(=[O:45])[CH:43]=[CH2:44].[C:42]([O-:46])(=[O:45])[CH:43]=[CH2:44].[C:42]([O-:46])(=[O:45])[CH:43]=[CH2:44].[Zr+4:21]. (2) Given the reactants C(OC([NH:11][CH:12]([CH3:30])[CH:13]([O:22][Si:23]([C:26]([CH3:29])([CH3:28])[CH3:27])([CH3:25])[CH3:24])[C:14]([CH3:21])([CH3:20])[C:15](OCC)=[O:16])=O)C1C=CC=CC=1, predict the reaction product. The product is: [Si:23]([O:22][CH:13]1[CH:12]([CH3:30])[NH:11][C:15](=[O:16])[C:14]1([CH3:21])[CH3:20])([C:26]([CH3:29])([CH3:28])[CH3:27])([CH3:25])[CH3:24]. (3) Given the reactants C[O:2][C:3](=[O:33])[CH2:4][C:5]1[C:13]2[C:8](=[CH:9][CH:10]=[CH:11][CH:12]=2)[NH:7][C:6]=1[C:14]1[CH:19]=[CH:18][C:17]([Cl:20])=[C:16]([NH:21][S:22]([CH2:25][C:26]2[CH:31]=[CH:30][CH:29]=[C:28]([Cl:32])[CH:27]=2)(=[O:24])=[O:23])[CH:15]=1.C1COCC1.CO.[OH-].[Li+], predict the reaction product. The product is: [Cl:20][C:17]1[CH:18]=[CH:19][C:14]([C:6]2[NH:7][C:8]3[C:13]([C:5]=2[CH2:4][C:3]([OH:33])=[O:2])=[CH:12][CH:11]=[CH:10][CH:9]=3)=[CH:15][C:16]=1[NH:21][S:22]([CH2:25][C:26]1[CH:31]=[CH:30][CH:29]=[C:28]([Cl:32])[CH:27]=1)(=[O:24])=[O:23]. (4) Given the reactants [CH3:1][O:2][C:3]1[CH:4]=[C:5]([CH:21]=[CH:22][C:23]=1[N+:24]([O-:26])=[O:25])[C:6]([C:8]1[N:16]2[C:11]([CH:12]=[CH:13][CH:14]=[CH:15]2)=[C:10]([C:17]([OH:19])=O)[C:9]=1[CH3:20])=[O:7].Cl.[NH2:28][CH2:29][C:30]([O:32][CH2:33][CH3:34])=[O:31], predict the reaction product. The product is: [CH3:1][O:2][C:3]1[CH:4]=[C:5]([CH:21]=[CH:22][C:23]=1[N+:24]([O-:26])=[O:25])[C:6]([C:8]1[N:16]2[C:11]([CH:12]=[CH:13][CH:14]=[CH:15]2)=[C:10]([C:17]([NH:28][CH2:29][C:30]([O:32][CH2:33][CH3:34])=[O:31])=[O:19])[C:9]=1[CH3:20])=[O:7].